From a dataset of Full USPTO retrosynthesis dataset with 1.9M reactions from patents (1976-2016). Predict the reactants needed to synthesize the given product. (1) Given the product [N:21]1([CH:26]2[CH2:31][CH2:30][N:29]([C:2]3[CH:7]=[CH:6][CH:5]=[CH:4][C:3]=3[N+:8]([O-:10])=[O:9])[CH2:28][CH2:27]2)[CH:25]=[CH:24][N:23]=[CH:22]1, predict the reactants needed to synthesize it. The reactants are: F[C:2]1[CH:7]=[CH:6][CH:5]=[CH:4][C:3]=1[N+:8]([O-:10])=[O:9].C(N(CC)C(C)C)(C)C.Cl.[N:21]1([CH:26]2[CH2:31][CH2:30][NH:29][CH2:28][CH2:27]2)[CH:25]=[CH:24][N:23]=[CH:22]1. (2) Given the product [C:50]([O:47][C:44]([N:29]1[CH:30]2[CH2:41][CH2:33][CH:32]1[CH2:37][N:27]([C:2]1[N:3]=[N:4][C:5]([C:8]3[CH:13]=[CH:12][CH:11]=[CH:10][CH:9]=3)=[CH:6][CH:7]=1)[CH2:31]2)=[O:45])([CH3:56])([CH3:55])[CH3:51], predict the reactants needed to synthesize it. The reactants are: Cl[C:2]1[N:3]=[N:4][C:5]([C:8]2[CH:13]=[CH:12][CH:11]=[CH:10][CH:9]=2)=[CH:6][CH:7]=1.[Cl-].C(C1C=CC=C(CCC)C=1[N+:27]1[CH:31]=[CH:30][N:29]([C:32]2[C:37](CCC)=CC=C[C:33]=2[CH2:41]CC)C=1)CC.[C:44]([O-:47])([O-])=[O:45].[Cs+].[Cs+].[C:50]1([CH3:56])[CH:55]=CC=C[CH:51]=1.